This data is from Full USPTO retrosynthesis dataset with 1.9M reactions from patents (1976-2016). The task is: Predict the reactants needed to synthesize the given product. (1) Given the product [CH3:32][C:28]1[N:27]=[C:26]([C:18]2[N:19]=[C:20]3[CH:25]=[CH:24][CH:23]=[CH:22][N:21]3[C:17]=2[C:15]2[CH:14]=[CH:13][N:12]=[C:11]([C:8]3[CH:7]=[CH:6][C:5]([NH2:4])=[CH:10][CH:9]=3)[CH:16]=2)[CH:31]=[CH:30][CH:29]=1, predict the reactants needed to synthesize it. The reactants are: CC([NH:4][C:5]1[CH:10]=[CH:9][C:8]([C:11]2[CH:16]=[C:15]([C:17]3[N:21]4[CH:22]=[CH:23][CH:24]=[CH:25][C:20]4=[N:19][C:18]=3[C:26]3[CH:31]=[CH:30][CH:29]=[C:28]([CH3:32])[N:27]=3)[CH:14]=[CH:13][N:12]=2)=[CH:7][CH:6]=1)=O.[OH-].[Na+]. (2) Given the product [CH3:46][O:45][C:42]1[CH:41]=[CH:40][C:39]([CH2:38][N:36]2[CH:37]=[C:33]([C:31]3[CH:30]=[CH:29][N:28]=[C:27]([NH:26][C:24]4[CH:23]=[C:22]([CH3:47])[CH:21]=[C:20]([C:6]5[S:10][CH:9]=[N:8][CH:7]=5)[N:25]=4)[CH:32]=3)[CH:34]=[N:35]2)=[CH:44][CH:43]=1, predict the reactants needed to synthesize it. The reactants are: C([Sn](CCCC)(CCCC)[C:6]1[S:10][CH:9]=[N:8][CH:7]=1)CCC.Br[C:20]1[N:25]=[C:24]([NH:26][C:27]2[CH:32]=[C:31]([C:33]3[CH:34]=[N:35][N:36]([CH2:38][C:39]4[CH:44]=[CH:43][C:42]([O:45][CH3:46])=[CH:41][CH:40]=4)[CH:37]=3)[CH:30]=[CH:29][N:28]=2)[CH:23]=[C:22]([CH3:47])[CH:21]=1. (3) Given the product [CH:31]1([NH:34][C:23](=[O:25])[C:22]2[CH:26]=[CH:27][C:19]([N:16]3[CH2:17][CH2:18][N:13]([CH2:12][C:9]4[CH:10]=[N:11][C:5]5[N:4]6[CH2:28][CH2:29][CH2:30][C@H:3]6[C:2](=[O:1])[NH:7][C:6]=5[CH:8]=4)[CH2:14][CH2:15]3)=[CH:20][CH:21]=2)[CH2:33][CH2:32]1, predict the reactants needed to synthesize it. The reactants are: [O:1]=[C:2]1[NH:7][C:6]2[CH:8]=[C:9]([CH2:12][N:13]3[CH2:18][CH2:17][N:16]([C:19]4[CH:27]=[CH:26][C:22]([C:23]([OH:25])=O)=[CH:21][CH:20]=4)[CH2:15][CH2:14]3)[CH:10]=[N:11][C:5]=2[N:4]2[CH2:28][CH2:29][CH2:30][C@@H:3]12.[CH:31]1([NH2:34])[CH2:33][CH2:32]1.CCN(C(C)C)C(C)C.CN(C(ON1N=NC2C=CC=NC1=2)=[N+](C)C)C.F[P-](F)(F)(F)(F)F. (4) Given the product [NH:8]1[C:7]2[CH:6]=[CH:5][C:4]([O:9][C:10]3[CH:15]=[CH:14][C:13]([CH2:16][OH:17])=[CH:12][CH:11]=3)=[CH:3][C:2]=2[N:1]=[CH:18]1, predict the reactants needed to synthesize it. The reactants are: [NH2:1][C:2]1[CH:3]=[C:4]([O:9][C:10]2[CH:15]=[CH:14][C:13]([CH2:16][OH:17])=[CH:12][CH:11]=2)[CH:5]=[CH:6][C:7]=1[NH2:8].[CH2:18]1COCC1. (5) Given the product [CH3:1][C:2]([CH3:29])([CH3:28])[C@H:3]([NH:27][C:40]([C:35]1[NH:36][C:37]2[C:33]([CH:34]=1)=[CH:32][C:31]([F:30])=[CH:39][CH:38]=2)=[O:41])[C:4]([N:6]1[CH2:11][C@@H:10]2[CH2:12][C@H:7]1[CH2:8][N:9]2[C:13]([C:15]1[CH:20]=[CH:19][C:18]([C:21]2[CH:26]=[CH:25][CH:24]=[CH:23][CH:22]=2)=[CH:17][N:16]=1)=[O:14])=[O:5], predict the reactants needed to synthesize it. The reactants are: [CH3:1][C:2]([CH3:29])([CH3:28])[C@H:3]([NH2:27])[C:4]([N:6]1[CH2:11][C@@H:10]2[CH2:12][C@H:7]1[CH2:8][N:9]2[C:13]([C:15]1[CH:20]=[CH:19][C:18]([C:21]2[CH:26]=[CH:25][CH:24]=[CH:23][CH:22]=2)=[CH:17][N:16]=1)=[O:14])=[O:5].[F:30][C:31]1[CH:32]=[C:33]2[C:37](=[CH:38][CH:39]=1)[NH:36][C:35]([C:40](O)=[O:41])=[CH:34]2.C(Cl)CCl.C1C=CC2N(O)N=NC=2C=1.CN1CCOCC1.